From a dataset of Reaction yield outcomes from USPTO patents with 853,638 reactions. Predict the reaction yield, written as a fraction of the theoretical maximum amount of product (1.0 means a 100% yield; for example, 0.34 means a 34% yield). (1) The reactants are [CH3:1][C:2]1[C:6]([CH:7]([OH:36])[C:8]2[O:9][C:10]3[CH:16]=[CH:15][C:14]([CH2:17][C:18]([NH:20][CH:21]([C:28]4[CH:33]=[CH:32][C:31]([CH3:34])=[CH:30][C:29]=4[CH3:35])[C:22]4[CH:27]=[CH:26][CH:25]=[CH:24][CH:23]=4)=[O:19])=[CH:13][C:11]=3[CH:12]=2)=[C:5]([CH3:37])[O:4][N:3]=1.Br[C:39]([CH3:46])([CH3:45])[C:40]([O:42]CC)=[O:41].C([O-])([O-])=O.[Cs+].[Cs+].O. The catalyst is CC#N. The product is [CH3:1][C:2]1[C:6]([CH:7]([C:8]2[O:9][C:10]3[CH:16]=[CH:15][C:14]([CH2:17][C:18]([NH:20][CH:21]([C:28]4[CH:33]=[CH:32][C:31]([CH3:34])=[CH:30][C:29]=4[CH3:35])[C:22]4[CH:27]=[CH:26][CH:25]=[CH:24][CH:23]=4)=[O:19])=[CH:13][C:11]=3[CH:12]=2)[O:36][C:39]([CH3:46])([CH3:45])[C:40]([OH:42])=[O:41])=[C:5]([CH3:37])[O:4][N:3]=1. The yield is 0.400. (2) The catalyst is O. The yield is 0.970. The reactants are [CH3:1][C:2]1[CH:12]=[C:11]([C:13]#[C:14][C:15]([CH3:18])([CH3:17])[CH3:16])[CH:10]=[CH:9][C:3]=1[C:4]([O:6]CC)=[O:5].[OH-].[Li+].CO. The product is [CH3:16][C:15]([CH3:18])([CH3:17])[C:14]#[C:13][C:11]1[CH:10]=[CH:9][C:3]([C:4]([OH:6])=[O:5])=[C:2]([CH3:1])[CH:12]=1. (3) The reactants are [C:1]([C:3]1[CH:11]=[C:10]2[C:6]([C:7](/[CH:12]=[CH:13]/[C:14]([O:16][CH2:17][CH3:18])=[O:15])=[N:8][NH:9]2)=[CH:5][CH:4]=1)#N.C(O)(=[O:21])C. The catalyst is N1C=CC=CC=1.O.[Ni]. The product is [CH:1]([C:3]1[CH:11]=[C:10]2[C:6]([C:7](/[CH:12]=[CH:13]/[C:14]([O:16][CH2:17][CH3:18])=[O:15])=[N:8][NH:9]2)=[CH:5][CH:4]=1)=[O:21]. The yield is 0.650. (4) The reactants are [I:1][C:2]1[CH:8]=[CH:7][C:5]([NH2:6])=[CH:4][CH:3]=1.[C:9](N1C=CN=C1)([N:11]1C=CN=C1)=[S:10].N. The catalyst is ClCCl. The product is [I:1][C:2]1[CH:8]=[CH:7][C:5]([NH:6][C:9]([NH2:11])=[S:10])=[CH:4][CH:3]=1. The yield is 0.590. (5) The reactants are [CH2:1]([C:5]1[CH:10]=[CH:9][C:8]([NH:11][S:12]([C:15]2[CH:16]=[CH:17][C:18]([CH3:36])=[C:19]([CH:35]=2)[C:20]([N:22]2[CH2:27][CH2:26][N:25](C(OC(C)(C)C)=O)[CH2:24][CH2:23]2)=[O:21])(=[O:14])=[O:13])=[CH:7][CH:6]=1)[CH2:2][CH2:3][CH3:4]. The catalyst is Cl. The product is [CH2:1]([C:5]1[CH:10]=[CH:9][C:8]([NH:11][S:12]([C:15]2[CH:16]=[CH:17][C:18]([CH3:36])=[C:19]([C:20]([N:22]3[CH2:23][CH2:24][NH:25][CH2:26][CH2:27]3)=[O:21])[CH:35]=2)(=[O:13])=[O:14])=[CH:7][CH:6]=1)[CH2:2][CH2:3][CH3:4]. The yield is 0.900. (6) The reactants are [CH2:1]([O:3][C:4](=[O:18])[C:5]1[CH:10]=[C:9]([N+:11]([O-:13])=[O:12])[CH:8]=[C:7]([N+:14]([O-:16])=[O:15])[C:6]=1[CH3:17])[CH3:2].CO[CH:21]([N:24]([CH3:26])[CH3:25])OC. The catalyst is CN(C=O)C. The product is [CH2:1]([O:3][C:4](=[O:18])[C:5]1[CH:10]=[C:9]([N+:11]([O-:13])=[O:12])[CH:8]=[C:7]([N+:14]([O-:16])=[O:15])[C:6]=1[CH:17]=[CH:21][N:24]([CH3:26])[CH3:25])[CH3:2]. The yield is 0.480. (7) The reactants are [C:1]([O:5][C:6](=[O:43])[N:7]([C:16]1[CH:21]=[CH:20][C:19]([C:22]([C:24]2[C:32]3[C:27](=[N:28][CH:29]=[C:30]([Cl:33])[CH:31]=3)[N:26](S(C3C=CC=CC=3)(=O)=O)[CH:25]=2)=[O:23])=[CH:18][N:17]=1)[CH2:8][C:9]1[CH:14]=[CH:13][CH:12]=[CH:11][C:10]=1[F:15])([CH3:4])([CH3:3])[CH3:2].C(=O)([O-])[O-].[K+].[K+].O. The catalyst is O1CCCC1. The product is [C:1]([O:5][C:6](=[O:43])[N:7]([C:16]1[CH:21]=[CH:20][C:19]([C:22]([C:24]2[C:32]3[C:27](=[N:28][CH:29]=[C:30]([Cl:33])[CH:31]=3)[NH:26][CH:25]=2)=[O:23])=[CH:18][N:17]=1)[CH2:8][C:9]1[CH:14]=[CH:13][CH:12]=[CH:11][C:10]=1[F:15])([CH3:4])([CH3:2])[CH3:3]. The yield is 0.640.